From a dataset of Forward reaction prediction with 1.9M reactions from USPTO patents (1976-2016). Predict the product of the given reaction. (1) The product is: [C:13]1([C:12]2[NH:11][C:6]3[CH:5]=[C:4]([N+:1]([O-:3])=[O:2])[CH:9]=[CH:8][C:7]=3[N:10]=2)[CH:18]=[CH:17][CH:16]=[CH:15][CH:14]=1. Given the reactants [N+:1]([C:4]1[CH:9]=[CH:8][C:7]([NH2:10])=[C:6]([NH2:11])[CH:5]=1)([O-:3])=[O:2].[C:12](O)(=O)[C:13]1[CH:18]=[CH:17][CH:16]=[CH:15][CH:14]=1.[K+].[Br-], predict the reaction product. (2) Given the reactants Cl[C:2]1[C:11]2[C:6](=[CH:7][CH:8]=[C:9](I)[CH:10]=2)[N:5]=[CH:4][N:3]=1.[NH2:13][C:14]1[CH:19]=[N:18][CH:17]=[CH:16][N:15]=1.[SH:20][C:21]1[N:25]=[CH:24][NH:23][N:22]=1, predict the reaction product. The product is: [N:23]1[N:22]=[C:21]([S:20][C:9]2[CH:10]=[C:11]3[C:6](=[CH:7][CH:8]=2)[N:5]=[CH:4][N:3]=[C:2]3[NH:13][C:14]2[CH:19]=[N:18][CH:17]=[CH:16][N:15]=2)[NH:25][CH:24]=1. (3) Given the reactants ClC1C=CC(C=[N:9][C:10]([C:18]2[CH:23]=[CH:22][C:21]([O:24][CH3:25])=[CH:20][CH:19]=2)([CH2:15][C:16]#[CH:17])[C:11]([O:13][CH3:14])=[O:12])=CC=1.Cl, predict the reaction product. The product is: [NH2:9][C:10]([C:18]1[CH:19]=[CH:20][C:21]([O:24][CH3:25])=[CH:22][CH:23]=1)([CH2:15][C:16]#[CH:17])[C:11]([O:13][CH3:14])=[O:12]. (4) Given the reactants [CH2:1]([O:3][C:4]([N:6]1[CH2:11][CH:10]=[C:9]([C:12]([CH3:23])([C:14]2[CH:19]=[CH:18][C:17]([N+:20]([O-])=O)=[CH:16][CH:15]=2)[CH3:13])[CH2:8][CH2:7]1)=[O:5])[CH3:2], predict the reaction product. The product is: [CH2:1]([O:3][C:4]([N:6]1[CH2:7][CH:8]=[C:9]([C:12]([CH3:13])([C:14]2[CH:19]=[CH:18][C:17]([NH2:20])=[CH:16][CH:15]=2)[CH3:23])[CH2:10][CH2:11]1)=[O:5])[CH3:2]. (5) Given the reactants Br[C:2]1[CH:3]=[N:4][CH:5]=[CH:6][C:7]=1[C:8]1([OH:12])[CH2:11][CH2:10][CH2:9]1.[F:13][C:14]1[CH:19]=[CH:18][C:17]([C:20]2[CH:21]=[C:22]3[C:27](=[CH:28][CH:29]=2)[CH:26]=[C:25]([S:30]([O-:32])=[O:31])[CH:24]=[CH:23]3)=[CH:16][CH:15]=1.[Na+], predict the reaction product. The product is: [F:13][C:14]1[CH:19]=[CH:18][C:17]([C:20]2[CH:21]=[C:22]3[C:27](=[CH:28][CH:29]=2)[CH:26]=[C:25]([S:30]([C:2]2[CH:3]=[N:4][CH:5]=[CH:6][C:7]=2[C:8]2([OH:12])[CH2:11][CH2:10][CH2:9]2)(=[O:32])=[O:31])[CH:24]=[CH:23]3)=[CH:16][CH:15]=1. (6) Given the reactants [CH3:1][C:2]1[C:10]2[C:5](=[CH:6][C:7]([OH:11])=[CH:8][CH:9]=2)[NH:4][CH:3]=1.Cl[CH2:13][C:14]1[S:18][C:17]([C:19]2[CH:24]=[CH:23][C:22]([C:25]([F:28])([F:27])[F:26])=[CH:21][CH:20]=2)=[N:16][C:15]=1[CH3:29].C(=O)([O-])[O-].[Cs+].[Cs+], predict the reaction product. The product is: [CH3:1][C:2]1[C:10]2[C:5](=[CH:6][C:7]([O:11][CH2:13][C:14]3[S:18][C:17]([C:19]4[CH:20]=[CH:21][C:22]([C:25]([F:28])([F:26])[F:27])=[CH:23][CH:24]=4)=[N:16][C:15]=3[CH3:29])=[CH:8][CH:9]=2)[NH:4][CH:3]=1.